Dataset: Full USPTO retrosynthesis dataset with 1.9M reactions from patents (1976-2016). Task: Predict the reactants needed to synthesize the given product. (1) Given the product [Cl:1][C:2]1[CH:9]=[CH:8][CH:7]=[C:6]([Cl:10])[C:3]=1/[CH:4]=[CH:11]/[C:12](=[O:13])/[CH:14]=[CH:4]/[C:3]1[C:2]([Cl:1])=[CH:9][CH:8]=[CH:7][C:6]=1[Cl:10], predict the reactants needed to synthesize it. The reactants are: [Cl:1][C:2]1[CH:9]=[CH:8][CH:7]=[C:6]([Cl:10])[C:3]=1[CH:4]=O.[CH3:11][C:12]([CH3:14])=[O:13].[OH-].[K+]. (2) The reactants are: [C:1]([C:5]1[N:9]([CH2:10][CH:11]2[CH2:16][CH2:15][C:14]([F:18])([F:17])[CH2:13][CH2:12]2)[C:8]2[CH:19]=[CH:20][C:21]([C:23](O)=[O:24])=[CH:22][C:7]=2[N:6]=1)([CH3:4])([CH3:3])[CH3:2].CCN(C(C)C)C(C)C.CN(C(ON1N=NC2C=CC=NC1=2)=[N+](C)C)C.F[P-](F)(F)(F)(F)F.[C:59]([NH:66][CH:67]1[CH2:72][CH2:71][NH:70][CH2:69][CH2:68]1)([O:61][C:62]([CH3:65])([CH3:64])[CH3:63])=[O:60]. Given the product [C:62]([O:61][C:59](=[O:60])[NH:66][CH:67]1[CH2:72][CH2:71][N:70]([C:23]([C:21]2[CH:20]=[CH:19][C:8]3[N:9]([CH2:10][CH:11]4[CH2:16][CH2:15][C:14]([F:18])([F:17])[CH2:13][CH2:12]4)[C:5]([C:1]([CH3:2])([CH3:3])[CH3:4])=[N:6][C:7]=3[CH:22]=2)=[O:24])[CH2:69][CH2:68]1)([CH3:65])([CH3:63])[CH3:64], predict the reactants needed to synthesize it. (3) Given the product [Br:14][C:12]1[CH:11]=[CH:10][C:9]([O:15][CH3:16])=[C:8]2[C:13]=1[CH:18]([NH:19][C:20]1[CH:28]=[CH:27][CH:26]=[C:25]3[C:21]=1[CH:22]=[N:23][NH:24]3)[C:3]([C:2]([F:29])([F:1])[F:30])([OH:17])[CH2:4][C:5]2([CH3:7])[CH3:6], predict the reactants needed to synthesize it. The reactants are: [F:1][C:2]([F:30])([F:29])[C:3]([CH:18]=[N:19][C:20]1[CH:28]=[CH:27][CH:26]=[C:25]2[C:21]=1[CH:22]=[N:23][NH:24]2)([OH:17])[CH2:4][C:5]([C:8]1[CH:13]=[C:12]([Br:14])[CH:11]=[CH:10][C:9]=1[O:15][CH3:16])([CH3:7])[CH3:6].B(Br)(Br)Br.C(=O)(O)[O-].[Na+].C(OCC)(=O)C.